This data is from Forward reaction prediction with 1.9M reactions from USPTO patents (1976-2016). The task is: Predict the product of the given reaction. (1) Given the reactants [Br:1][C:2]1[CH:3]=[C:4]([NH:9][C:10](=[O:18])[C:11]2[CH:16]=[CH:15][C:14]([OH:17])=[CH:13][CH:12]=2)[C:5](Cl)=[N:6][CH:7]=1.[CH3:19][O-:20].[Na+], predict the reaction product. The product is: [Br:1][C:2]1[CH:3]=[C:4]([NH:9][C:10](=[O:18])[C:11]2[CH:16]=[CH:15][C:14]([OH:17])=[CH:13][CH:12]=2)[C:5]([O:20][CH3:19])=[N:6][CH:7]=1. (2) Given the reactants [S:1]1[CH:5]=[CH:4][CH:3]=[C:2]1[CH:6]=O.[CH3:8][O:9][CH2:10][CH2:11][NH2:12].[C:13]1(=[O:24])[O:19][C:17](=O)[C:16]2=[CH:20][CH:21]=[CH:22][CH:23]=[C:15]2[CH2:14]1.[CH3:25][N:26]1[C:30]([NH2:31])=[CH:29][C:28]([C:32]2[CH:37]=[CH:36][CH:35]=[CH:34][CH:33]=2)=[N:27]1, predict the reaction product. The product is: [CH3:8][O:9][CH2:10][CH2:11][N:12]1[CH:6]([C:2]2[S:1][CH:5]=[CH:4][CH:3]=2)[CH:14]([C:13]([NH:31][C:30]2[N:26]([CH3:25])[N:27]=[C:28]([C:32]3[CH:33]=[CH:34][CH:35]=[CH:36][CH:37]=3)[CH:29]=2)=[O:24])[C:15]2[C:16](=[CH:20][CH:21]=[CH:22][CH:23]=2)[C:17]1=[O:19]. (3) Given the reactants C(O[C:4]([N:6]1[CH2:11][CH2:10][NH:9][CH2:8][CH2:7]1)=O)C.[O:12]1[CH2:17][CH2:16]C(=O)[CH2:14][CH2:13]1, predict the reaction product. The product is: [O:12]1[CH2:17][CH2:16][CH:4]([N:6]2[CH2:7][CH2:8][NH:9][CH2:10][CH2:11]2)[CH2:14][CH2:13]1. (4) Given the reactants [CH3:1][C:2]1[C:6]([CH2:7][C:8]2[C:16]3[O:15][CH2:14][C:13](=[O:17])[C:12]=3[CH:11]=[CH:10][C:9]=2[O:18][CH3:19])=[C:5]([CH3:20])[NH:4][N:3]=1.[NH:21]1[C:29]2[C:24](=[CH:25][CH:26]=[CH:27][CH:28]=2)[C:23]([CH:30]=O)=[N:22]1.N1CCCCC1, predict the reaction product. The product is: [NH:21]1[C:29]2[C:24](=[CH:25][CH:26]=[CH:27][CH:28]=2)[C:23](/[CH:30]=[C:14]2\[O:15][C:16]3[C:8]([CH2:7][C:6]4[C:2]([CH3:1])=[N:3][NH:4][C:5]=4[CH3:20])=[C:9]([O:18][CH3:19])[CH:10]=[CH:11][C:12]=3[C:13]\2=[O:17])=[N:22]1. (5) Given the reactants [I:1][C:2]1[CH:17]=[CH:16][CH:15]=[CH:14][C:3]=1[O:4][C:5]1[CH:10]=[CH:9][CH:8]=[CH:7][C:6]=1[N+:11]([O-])=O, predict the reaction product. The product is: [I:1][C:2]1[CH:17]=[CH:16][CH:15]=[CH:14][C:3]=1[O:4][C:5]1[CH:10]=[CH:9][CH:8]=[CH:7][C:6]=1[NH2:11].